Dataset: Full USPTO retrosynthesis dataset with 1.9M reactions from patents (1976-2016). Task: Predict the reactants needed to synthesize the given product. (1) Given the product [C:17]([O:16][C:15](=[O:21])[N:14]([C:9]1[CH:10]=[N:11][CH:12]=[CH:13][C:8]=1[C:5]1[CH:6]=[CH:7][C:2]([F:1])=[CH:3][C:4]=1[CH3:22])[CH3:26])([CH3:18])([CH3:19])[CH3:20], predict the reactants needed to synthesize it. The reactants are: [F:1][C:2]1[CH:7]=[CH:6][C:5]([C:8]2[CH:13]=[CH:12][N:11]=[CH:10][C:9]=2[NH:14][C:15](=[O:21])[O:16][C:17]([CH3:20])([CH3:19])[CH3:18])=[C:4]([CH3:22])[CH:3]=1.[H-].[Na+].I[CH3:26].[NH4+].[Cl-]. (2) Given the product [CH3:16][O:15][C:14]1[CH:13]=[CH:21][C:20]([N:19]([CH3:18])[C:2]2[C:3]3[CH:11]=[CH:10][NH:9][C:4]=3[N:5]=[C:6]([CH3:8])[N:7]=2)=[CH:25][CH:24]=1, predict the reactants needed to synthesize it. The reactants are: Cl[C:2]1[C:3]2[CH:11]=[CH:10][NH:9][C:4]=2[N:5]=[C:6]([CH3:8])[N:7]=1.C[C:13]1[C:21]2[C:20](N)=[N:19][CH:18]=N[C:16]=2[O:15][CH:14]=1.Cl.[CH:24](O)(C)[CH3:25].